Predict the product of the given reaction. From a dataset of Forward reaction prediction with 1.9M reactions from USPTO patents (1976-2016). (1) The product is: [C:41]([C@@H:39]([C@H:37]([C:36]([OH:45])=[O:44])[OH:38])[OH:40])([OH:43])=[O:42].[F:2][C:3]1[CH:8]=[CH:7][CH:6]=[CH:5][C:4]=1[N:9]1[C:17]2[C:12](=[CH:13][CH:14]=[CH:15][CH:16]=2)[C:11]([O:18][CH:19]2[CH2:24][CH2:23][NH:22][CH2:21][CH2:20]2)=[N:10]1.[C:41]([C@@H:39]([C@H:37]([C:36]([OH:45])=[O:44])[OH:38])[OH:40])([OH:43])=[O:42]. Given the reactants Cl.[F:2][C:3]1[CH:8]=[CH:7][CH:6]=[CH:5][C:4]=1[N:9]1[C:17]2[C:12](=[CH:13][CH:14]=[CH:15][CH:16]=2)[C:11]([O:18][CH:19]2[CH2:24][CH2:23][NH:22][CH2:21][CH2:20]2)=[N:10]1.C(=O)([O-])[O-].[Na+].[Na+].CCOCC.[C:36]([OH:45])(=[O:44])[C@@H:37]([C@H:39]([C:41]([OH:43])=[O:42])[OH:40])[OH:38], predict the reaction product. (2) Given the reactants C(OC([N:8]1[CH2:14][CH2:13][CH2:12][N:11]([C:15]2[N:19]([N:20]([CH3:24])[C:21](=[O:23])[CH3:22])[C:18]3[CH:25]=[CH:26][CH:27]=[CH:28][C:17]=3[N:16]=2)[CH2:10][CH2:9]1)=O)(C)(C)C.ClCCl.[IH:32], predict the reaction product. The product is: [IH:32].[CH3:24][N:20]([N:19]1[C:18]2[CH:25]=[CH:26][CH:27]=[CH:28][C:17]=2[N:16]=[C:15]1[N:11]1[CH2:12][CH2:13][CH2:14][NH:8][CH2:9][CH2:10]1)[C:21](=[O:23])[CH3:22]. (3) Given the reactants [Cl:1][C:2]1[CH:7]=[C:6]([F:8])[CH:5]=[CH:4][C:3]=1[SH:9].[H-].[Na+].[H][H].[Br:14][CH2:15][CH2:16][CH2:17]Br, predict the reaction product. The product is: [Cl:1][C:2]1[CH:7]=[C:6]([F:8])[CH:5]=[CH:4][C:3]=1[S:9][CH2:17][CH2:16][CH2:15][Br:14]. (4) Given the reactants C([O:8][C:9]([N:11]1[CH2:17][CH2:16][CH:15]2[CH:12]1[C:13](=[O:26])[N:14]2[C@@H:18]([C:20]1[CH:25]=[CH:24][CH:23]=[CH:22][CH:21]=1)[CH3:19])=[O:10])C1C=CC=CC=1.[CH3:27][C:28](OC(OC(O[C:28]([CH3:30])([CH3:29])[CH3:27])=O)=O)([CH3:30])[CH3:29], predict the reaction product. The product is: [C:28]([O:8][C:9]([N:11]1[CH2:17][CH2:16][CH:15]2[CH:12]1[C:13](=[O:26])[N:14]2[C@@H:18]([C:20]1[CH:25]=[CH:24][CH:23]=[CH:22][CH:21]=1)[CH3:19])=[O:10])([CH3:30])([CH3:29])[CH3:27].